The task is: Predict the reactants needed to synthesize the given product.. This data is from Full USPTO retrosynthesis dataset with 1.9M reactions from patents (1976-2016). (1) Given the product [C:35]([CH2:36][NH:22][CH2:21][C:17]1[CH:16]=[C:15]([C:12]2[CH:13]=[CH:14][C:9]([CH2:8][CH:2]([CH3:1])[C:3]([O:5][CH2:6][CH3:7])=[O:4])=[CH:10][CH:11]=2)[CH:20]=[CH:19][CH:18]=1)(=[O:34])[C:9]1[CH:14]=[CH:13][CH:12]=[CH:11][CH:10]=1, predict the reactants needed to synthesize it. The reactants are: [CH3:1]/[C:2](=[CH:8]\[C:9]1[CH:14]=[CH:13][C:12]([C:15]2[CH:20]=[CH:19][CH:18]=[C:17]([CH2:21][NH:22]C(C3C=CC=CC=3)=O)[CH:16]=2)=[CH:11][CH:10]=1)/[C:3]([O:5][CH2:6][CH3:7])=[O:4].C([O:34][CH2:35][CH3:36])(=O)C. (2) Given the product [F:1][C:2]1[CH:3]=[CH:4][C:5]([CH2:6][N:7]2[C:15]3[C:10](=[CH:11][CH:12]=[CH:13][CH:14]=3)[CH:9]=[C:8]2[C:16]([N:35]2[CH2:36][CH2:37][CH:38]([CH2:41][N:42]3[CH2:47][CH2:46][CH2:45][CH2:44][CH2:43]3)[CH2:39][CH2:40]2)=[O:17])=[CH:19][CH:20]=1, predict the reactants needed to synthesize it. The reactants are: [F:1][C:2]1[CH:20]=[CH:19][C:5]([CH2:6][N:7]2[C:15]3[C:10](=[CH:11][CH:12]=[CH:13][CH:14]=3)[CH:9]=[C:8]2[C:16](O)=[O:17])=[CH:4][CH:3]=1.C(Cl)CCl.C1C=CC2N(O)N=NC=2C=1.[NH:35]1[CH2:40][CH2:39][CH:38]([CH2:41][N:42]2[CH2:47][CH2:46][CH2:45][CH2:44][CH2:43]2)[CH2:37][CH2:36]1. (3) Given the product [Cl:1][C:2]1[CH:7]=[CH:6][C:5]([C:8]2[C:4]3[C:3]4[C:25](=[CH:24][CH:28]=[CH:7][CH:2]=4)[CH2:26][C:12]=3[C:11]([C:15]#[N:16])=[C:10]([N:17]3[CH2:21][CH2:20][CH2:19][CH2:18]3)[CH:9]=2)=[CH:4][CH:3]=1, predict the reactants needed to synthesize it. The reactants are: [Cl:1][C:2]1[CH:7]=[CH:6][C:5]([C:8]2O[C:12](=O)[C:11]([C:15]#[N:16])=[C:10]([N:17]3[CH2:21][CH2:20][CH2:19][CH2:18]3)[CH:9]=2)=[CH:4][CH:3]=1.[H-].[Na+].[CH2:24]1[CH2:28]O[CH2:26][CH2:25]1. (4) Given the product [F:32][C:33]1[CH:38]=[C:37]([N+:39]([O-:41])=[O:40])[CH:36]=[CH:35][C:34]=1[O:42][C:2]1[CH:7]=[CH:6][N:5]=[C:4]2[CH:8]=[C:9]([C:11]3[CH:16]=[CH:15][C:14]([CH2:17][N:18]([CH2:26][CH:27]4[CH2:31][CH2:30][CH2:29][O:28]4)[C:19](=[O:25])[O:20][C:21]([CH3:24])([CH3:23])[CH3:22])=[CH:13][CH:12]=3)[S:10][C:3]=12, predict the reactants needed to synthesize it. The reactants are: Cl[C:2]1[CH:7]=[CH:6][N:5]=[C:4]2[CH:8]=[C:9]([C:11]3[CH:16]=[CH:15][C:14]([CH2:17][N:18]([CH2:26][CH:27]4[CH2:31][CH2:30][CH2:29][O:28]4)[C:19](=[O:25])[O:20][C:21]([CH3:24])([CH3:23])[CH3:22])=[CH:13][CH:12]=3)[S:10][C:3]=12.[F:32][C:33]1[CH:38]=[C:37]([N+:39]([O-:41])=[O:40])[CH:36]=[CH:35][C:34]=1[OH:42].C(=O)([O-])[O-].[K+].[K+]. (5) Given the product [C:21]([NH:24][C@@H:25]([CH2:26][C:27]1[CH:28]=[CH:29][CH:30]=[CH:31][CH:32]=1)[C:33]([NH:20][C@H:9]([C:6]1[S:7][CH:8]=[C:4]([CH2:2][CH3:3])[N:5]=1)[CH2:10][C:11]1[CH:16]=[CH:15][C:14]([N+:17]([O-:19])=[O:18])=[CH:13][CH:12]=1)=[O:34])(=[O:23])[CH3:22], predict the reactants needed to synthesize it. The reactants are: Br.[CH2:2]([C:4]1[N:5]=[C:6]([C@@H:9]([NH2:20])[CH2:10][C:11]2[CH:16]=[CH:15][C:14]([N+:17]([O-:19])=[O:18])=[CH:13][CH:12]=2)[S:7][CH:8]=1)[CH3:3].[C:21]([NH:24][C@H:25]([C:33](O)=[O:34])[CH2:26][C:27]1[CH:32]=[CH:31][CH:30]=[CH:29][CH:28]=1)(=[O:23])[CH3:22].ON1C2C=CC=CC=2N=N1.C(N(C(C)C)CC)(C)C.CN(C)CCCN=C=NCC. (6) Given the product [Cl:19][CH2:20][C:21]([NH:4][C:3]1[C:5]([CH3:9])=[CH:6][CH:7]=[CH:8][C:2]=1[CH3:1])=[O:22], predict the reactants needed to synthesize it. The reactants are: [CH3:1][C:2]1[CH:8]=[CH:7][CH:6]=[C:5]([CH3:9])[C:3]=1[NH2:4].ClCCl.C(=O)([O-])[O-].[Na+].[Na+].[Cl:19][CH2:20][C:21](Cl)=[O:22].